Dataset: Reaction yield outcomes from USPTO patents with 853,638 reactions. Task: Predict the reaction yield, written as a fraction of the theoretical maximum amount of product (1.0 means a 100% yield; for example, 0.34 means a 34% yield). (1) The reactants are [Br:1][CH2:2][CH:3]([OH:12])[CH2:4][O:5][C:6]1[CH:11]=[CH:10][CH:9]=[CH:8][CH:7]=1.[NH2:13][C:14]1[N:18]([CH2:19][C:20]2[CH:25]=[CH:24][CH:23]=[CH:22][CH:21]=2)[C:17]2[CH:26]=[CH:27][CH:28]=[CH:29][C:16]=2[N:15]=1. The catalyst is C1(C)C=CC=CC=1. The product is [BrH:1].[CH2:19]([N:18]1[C:17]2[CH:26]=[CH:27][CH:28]=[CH:29][C:16]=2[N:15]([CH2:2][CH:3]([OH:12])[CH2:4][O:5][C:6]2[CH:11]=[CH:10][CH:9]=[CH:8][CH:7]=2)[C:14]1=[NH:13])[C:20]1[CH:21]=[CH:22][CH:23]=[CH:24][CH:25]=1. The yield is 0.230. (2) The reactants are [CH:1]([N:4]1[CH:8]=[C:7]([NH2:9])[CH:6]=[N:5]1)([CH3:3])[CH3:2].Cl[C:11]1[N:16]=[C:15]([CH2:17][CH2:18][C:19]2[CH:24]=[CH:23][CH:22]=[CH:21][C:20]=2[C:25]2([C:28]([NH2:30])=[O:29])[CH2:27][CH2:26]2)[C:14]([Cl:31])=[CH:13][N:12]=1.CC1C=CC(S(O)(=O)=O)=CC=1.O. The catalyst is O1CCOCC1. The product is [Cl:31][C:14]1[C:15]([CH2:17][CH2:18][C:19]2[CH:24]=[CH:23][CH:22]=[CH:21][C:20]=2[C:25]2([C:28]([NH2:30])=[O:29])[CH2:27][CH2:26]2)=[N:16][C:11]([NH:9][C:7]2[CH:6]=[N:5][N:4]([CH:1]([CH3:3])[CH3:2])[CH:8]=2)=[N:12][CH:13]=1. The yield is 0.680. (3) The reactants are [C:1]([C:3]1[N:11]=[CH:10][C:9]2[N:8](COCC[Si](C)(C)C)[C:7]3[N:20]=[CH:21][CH:22]=[C:23]([NH:24][CH:25]4[CH2:30][CH2:29][N:28](C(OC(C)(C)C)=O)[CH2:27][CH2:26]4)[C:6]=3[C:5]=2[CH:4]=1)#[N:2].Br.[OH-].[Na+].Cl. The catalyst is O1CCOCC1. The product is [NH:28]1[CH2:27][CH2:26][CH:25]([NH:24][C:23]2[C:6]3[C:5]4[CH:4]=[C:3]([C:1]#[N:2])[N:11]=[CH:10][C:9]=4[NH:8][C:7]=3[N:20]=[CH:21][CH:22]=2)[CH2:30][CH2:29]1. The yield is 0.300. (4) The reactants are [Br:1][C:2]1[CH:7]=[CH:6][CH:5]=[C:4]([N+:8]([O-])=O)[C:3]=1[F:11]. The catalyst is C(O)C.C(O)(=O)C.O.[Fe]. The product is [Br:1][C:2]1[C:3]([F:11])=[C:4]([CH:5]=[CH:6][CH:7]=1)[NH2:8]. The yield is 0.930. (5) The reactants are [N:1]([C:4]1[CH:11]=[CH:10][C:7]([CH:8]=O)=[CH:6][CH:5]=1)=[N+:2]=[N-:3].[OH-].[Na+].[CH:14](=[O:16])[CH3:15]. The catalyst is C(O)(C)C.O. The product is [N:1]([C:4]1[CH:11]=[CH:10][C:7]([CH:8]=[CH:15][CH:14]=[O:16])=[CH:6][CH:5]=1)=[N+:2]=[N-:3]. The yield is 0.280.